Dataset: NCI-60 drug combinations with 297,098 pairs across 59 cell lines. Task: Regression. Given two drug SMILES strings and cell line genomic features, predict the synergy score measuring deviation from expected non-interaction effect. (1) Drug 1: CC1=C(C(CCC1)(C)C)C=CC(=CC=CC(=CC(=O)O)C)C. Synergy scores: CSS=5.25, Synergy_ZIP=0.931, Synergy_Bliss=3.59, Synergy_Loewe=2.59, Synergy_HSA=1.39. Cell line: NCI-H460. Drug 2: C1=CC=C(C(=C1)C(C2=CC=C(C=C2)Cl)C(Cl)Cl)Cl. (2) Drug 1: CC1C(C(=O)NC(C(=O)N2CCCC2C(=O)N(CC(=O)N(C(C(=O)O1)C(C)C)C)C)C(C)C)NC(=O)C3=C4C(=C(C=C3)C)OC5=C(C(=O)C(=C(C5=N4)C(=O)NC6C(OC(=O)C(N(C(=O)CN(C(=O)C7CCCN7C(=O)C(NC6=O)C(C)C)C)C)C(C)C)C)N)C. Drug 2: CC1=C(C(CCC1)(C)C)C=CC(=CC=CC(=CC(=O)O)C)C. Cell line: HCT116. Synergy scores: CSS=44.0, Synergy_ZIP=11.7, Synergy_Bliss=4.69, Synergy_Loewe=-3.07, Synergy_HSA=4.38. (3) Drug 1: C(=O)(N)NO. Drug 2: C1=NC2=C(N=C(N=C2N1C3C(C(C(O3)CO)O)F)Cl)N. Cell line: NCI-H460. Synergy scores: CSS=-2.77, Synergy_ZIP=0.573, Synergy_Bliss=-1.35, Synergy_Loewe=-1.54, Synergy_HSA=-2.46. (4) Drug 1: CCC1(CC2CC(C3=C(CCN(C2)C1)C4=CC=CC=C4N3)(C5=C(C=C6C(=C5)C78CCN9C7C(C=CC9)(C(C(C8N6C=O)(C(=O)OC)O)OC(=O)C)CC)OC)C(=O)OC)O.OS(=O)(=O)O. Drug 2: CCC1(CC2CC(C3=C(CCN(C2)C1)C4=CC=CC=C4N3)(C5=C(C=C6C(=C5)C78CCN9C7C(C=CC9)(C(C(C8N6C)(C(=O)OC)O)OC(=O)C)CC)OC)C(=O)OC)O.OS(=O)(=O)O. Cell line: RPMI-8226. Synergy scores: CSS=60.9, Synergy_ZIP=0.276, Synergy_Bliss=-5.50, Synergy_Loewe=-4.31, Synergy_HSA=-6.67. (5) Drug 1: CC1=C(C(CCC1)(C)C)C=CC(=CC=CC(=CC(=O)O)C)C. Drug 2: CN(CCCl)CCCl.Cl. Cell line: NCI-H322M. Synergy scores: CSS=2.43, Synergy_ZIP=-3.24, Synergy_Bliss=-4.74, Synergy_Loewe=-4.68, Synergy_HSA=-3.96. (6) Drug 1: CCN(CC)CCNC(=O)C1=C(NC(=C1C)C=C2C3=C(C=CC(=C3)F)NC2=O)C. Drug 2: CC1C(C(CC(O1)OC2CC(CC3=C2C(=C4C(=C3O)C(=O)C5=CC=CC=C5C4=O)O)(C(=O)C)O)N)O. Cell line: ACHN. Synergy scores: CSS=52.8, Synergy_ZIP=1.31, Synergy_Bliss=1.93, Synergy_Loewe=-21.2, Synergy_HSA=1.19.